From a dataset of NCI-60 drug combinations with 297,098 pairs across 59 cell lines. Regression. Given two drug SMILES strings and cell line genomic features, predict the synergy score measuring deviation from expected non-interaction effect. (1) Drug 1: C1CCC(C1)C(CC#N)N2C=C(C=N2)C3=C4C=CNC4=NC=N3. Drug 2: CC1=C2C(C(=O)C3(C(CC4C(C3C(C(C2(C)C)(CC1OC(=O)C(C(C5=CC=CC=C5)NC(=O)OC(C)(C)C)O)O)OC(=O)C6=CC=CC=C6)(CO4)OC(=O)C)O)C)O. Cell line: SN12C. Synergy scores: CSS=59.1, Synergy_ZIP=11.5, Synergy_Bliss=11.4, Synergy_Loewe=-1.31, Synergy_HSA=14.4. (2) Drug 1: CCN(CC)CCCC(C)NC1=C2C=C(C=CC2=NC3=C1C=CC(=C3)Cl)OC. Drug 2: COCCOC1=C(C=C2C(=C1)C(=NC=N2)NC3=CC=CC(=C3)C#C)OCCOC.Cl. Cell line: UACC62. Synergy scores: CSS=2.97, Synergy_ZIP=-1.73, Synergy_Bliss=-0.0617, Synergy_Loewe=-0.395, Synergy_HSA=0.557. (3) Drug 1: C1CN1C2=NC(=NC(=N2)N3CC3)N4CC4. Drug 2: CCC1(C2=C(COC1=O)C(=O)N3CC4=CC5=C(C=CC(=C5CN(C)C)O)N=C4C3=C2)O.Cl. Cell line: HCC-2998. Synergy scores: CSS=37.8, Synergy_ZIP=-10.7, Synergy_Bliss=-12.6, Synergy_Loewe=-2.18, Synergy_HSA=-1.17. (4) Drug 1: CCC1=CC2CC(C3=C(CN(C2)C1)C4=CC=CC=C4N3)(C5=C(C=C6C(=C5)C78CCN9C7C(C=CC9)(C(C(C8N6C)(C(=O)OC)O)OC(=O)C)CC)OC)C(=O)OC.C(C(C(=O)O)O)(C(=O)O)O. Drug 2: B(C(CC(C)C)NC(=O)C(CC1=CC=CC=C1)NC(=O)C2=NC=CN=C2)(O)O. Cell line: RPMI-8226. Synergy scores: CSS=45.5, Synergy_ZIP=-3.68, Synergy_Bliss=-5.34, Synergy_Loewe=-5.50, Synergy_HSA=-4.14. (5) Drug 1: C1=CC(=CC=C1CCC2=CNC3=C2C(=O)NC(=N3)N)C(=O)NC(CCC(=O)O)C(=O)O. Drug 2: C1=NNC2=C1C(=O)NC=N2. Cell line: HS 578T. Synergy scores: CSS=6.62, Synergy_ZIP=0.399, Synergy_Bliss=2.56, Synergy_Loewe=-17.6, Synergy_HSA=0.0140. (6) Drug 1: C1CN1P(=S)(N2CC2)N3CC3. Drug 2: CC1CCC2CC(C(=CC=CC=CC(CC(C(=O)C(C(C(=CC(C(=O)CC(OC(=O)C3CCCCN3C(=O)C(=O)C1(O2)O)C(C)CC4CCC(C(C4)OC)OCCO)C)C)O)OC)C)C)C)OC. Cell line: EKVX. Synergy scores: CSS=3.67, Synergy_ZIP=-1.12, Synergy_Bliss=4.89, Synergy_Loewe=1.53, Synergy_HSA=2.06. (7) Drug 1: C1=C(C(=O)NC(=O)N1)N(CCCl)CCCl. Drug 2: CC=C1C(=O)NC(C(=O)OC2CC(=O)NC(C(=O)NC(CSSCCC=C2)C(=O)N1)C(C)C)C(C)C. Cell line: SR. Synergy scores: CSS=92.2, Synergy_ZIP=4.67, Synergy_Bliss=3.60, Synergy_Loewe=4.21, Synergy_HSA=6.40.